Dataset: Full USPTO retrosynthesis dataset with 1.9M reactions from patents (1976-2016). Task: Predict the reactants needed to synthesize the given product. (1) Given the product [F:37][C:2]([F:1])([F:36])[C:3]1[CH:35]=[CH:34][C:6]2[NH:7][C:8]([C:10]3[CH:11]=[CH:12][C:13]([N:16]4[CH2:21][CH2:20][CH:19]([O:22][C@H:23]5[CH2:24][CH2:25][C@H:26]([C:29]([OH:31])=[O:30])[CH2:27][CH2:28]5)[CH2:18][CH2:17]4)=[N:14][CH:15]=3)=[N:9][C:5]=2[CH:4]=1, predict the reactants needed to synthesize it. The reactants are: [F:1][C:2]([F:37])([F:36])[C:3]1[CH:35]=[CH:34][C:6]2[NH:7][C:8]([C:10]3[CH:11]=[CH:12][C:13]([N:16]4[CH2:21][CH2:20][CH:19]([O:22][C@H:23]5[CH2:28][CH2:27][C@H:26]([C:29]([O:31]CC)=[O:30])[CH2:25][CH2:24]5)[CH2:18][CH2:17]4)=[N:14][CH:15]=3)=[N:9][C:5]=2[CH:4]=1.O.[OH-].[Li+]. (2) Given the product [Br:15][C:7]1[S:6][C:5]2[C:3](=[O:4])[N:12]([C:14]3[CH:22]=[CH:21][C:20]([N:23]4[CH2:27][CH2:26][C@@H:25]([N:28]([CH3:30])[CH3:29])[CH2:24]4)=[CH:19][CH:18]=3)[CH:11]=[N:10][C:9]=2[CH:8]=1, predict the reactants needed to synthesize it. The reactants are: CO[C:3]([C:5]1[S:6][C:7]([Br:15])=[CH:8][C:9]=1[N:10]=[CH:11][N:12]([CH3:14])C)=[O:4].NC1[CH:22]=[CH:21][C:20]([N:23]2[CH2:27][CH2:26][C@@H:25]([N:28]([CH3:30])[CH3:29])[CH2:24]2)=[CH:19][CH:18]=1. (3) Given the product [Br:22][C:20]1[C:19]([F:23])=[CH:18][C:17]([CH3:24])=[C:16]([C:15]2[C:14](=[O:25])[NH:13][C:5]3([CH2:10][CH2:9][N:8]([O:11][CH3:12])[CH2:7][CH2:6]3)[C:3]=2[OH:4])[CH:21]=1, predict the reactants needed to synthesize it. The reactants are: CO[C:3]([C:5]1([NH:13][C:14](=[O:25])[CH2:15][C:16]2[CH:21]=[C:20]([Br:22])[C:19]([F:23])=[CH:18][C:17]=2[CH3:24])[CH2:10][CH2:9][N:8]([O:11][CH3:12])[CH2:7][CH2:6]1)=[O:4].CC(C)([O-])C.[K+]. (4) Given the product [Cl:25][C:22]1[CH:23]=[CH:24][C:19]([C:15]2[C:16]3[C:11](=[CH:10][C:9]([S:8]([O:50][C:41]4[C:40]([F:39])=[C:45]([F:46])[C:44]([F:47])=[C:43]([F:48])[C:42]=4[F:49])(=[O:36])=[O:58])=[CH:18][CH:17]=3)[CH:12]=[CH:13][N:14]=2)=[C:20]([O:26][CH3:27])[CH:21]=1, predict the reactants needed to synthesize it. The reactants are: C([S:8][C:9]1[CH:10]=[C:11]2[C:16](=[CH:17][CH:18]=1)[C:15]([C:19]1[CH:24]=[CH:23][C:22]([Cl:25])=[CH:21][C:20]=1[O:26][CH3:27])=[N:14][CH:13]=[CH:12]2)C1C=CC=CC=1.ClN1C(C)(C)C(=[O:36])N(Cl)C1=O.[F:39][C:40]1[C:45]([F:46])=[C:44]([F:47])[C:43]([F:48])=[C:42]([F:49])[C:41]=1[OH:50].C(N(CC)CC)C.[OH2:58]. (5) Given the product [NH:11]1[CH:12]=[CH:13][CH:14]=[C:10]1[C:8]1[C:7]2[C:2](=[N:3][CH:4]=[CH:5][CH:6]=2)[NH:17][N:16]=1, predict the reactants needed to synthesize it. The reactants are: Cl[C:2]1[C:7]([C:8]([C:10]2[NH:11][CH:12]=[CH:13][CH:14]=2)=O)=[CH:6][CH:5]=[CH:4][N:3]=1.O.[NH2:16][NH2:17]. (6) Given the product [CH:1]([O:4][C:5]([N:7]1[CH2:8][CH2:9][CH:10]([N:13]([CH:27]2[CH2:28][CH2:29]2)[C:14]([C:16]2[CH:21]=[N:20][C:19]([N:22]3[CH:26]=[CH:25][N:24]=[C:23]3[CH3:30])=[N:18][CH:17]=2)=[O:15])[CH2:11][CH2:12]1)=[O:6])([CH3:3])[CH3:2], predict the reactants needed to synthesize it. The reactants are: [CH:1]([O:4][C:5]([N:7]1[CH2:12][CH2:11][CH:10]([N:13]([CH:27]2[CH2:29][CH2:28]2)[C:14]([C:16]2[CH:17]=[N:18][C:19]([N:22]3[CH:26]=[CH:25][N:24]=[CH:23]3)=[N:20][CH:21]=2)=[O:15])[CH2:9][CH2:8]1)=[O:6])([CH3:3])[CH3:2].[CH:30]1(N(C2CCNCC2)C(C2C=NC(N3C=CN=C3C)=NC=2)=O)CC1. (7) Given the product [Cl:14][C:15]1[C:20]([N+:21]([O-:23])=[O:22])=[C:19]([NH:1][CH2:2][CH2:3][CH2:4][CH2:5][NH:6][C:7](=[O:13])[O:8][C:9]([CH3:10])([CH3:12])[CH3:11])[CH:18]=[C:17]([CH3:25])[N:16]=1, predict the reactants needed to synthesize it. The reactants are: [NH2:1][CH2:2][CH2:3][CH2:4][CH2:5][NH:6][C:7](=[O:13])[O:8][C:9]([CH3:12])([CH3:11])[CH3:10].[Cl:14][C:15]1[C:20]([N+:21]([O-:23])=[O:22])=[C:19](Cl)[CH:18]=[C:17]([CH3:25])[N:16]=1. (8) Given the product [C:1]1([C:17]2[CH:22]=[CH:21][CH:20]=[CH:19][CH:18]=2)[CH:2]=[CH:3][C:4]([CH:7]([N:15]([CH3:16])[C:36](=[O:38])[CH2:35][N:30]2[C:31]3[C:26](=[CH:25][C:24]([CH3:23])=[C:33]([CH3:34])[CH:32]=3)[CH:27]=[CH:28][C:29]2=[O:39])[CH2:8][N:9]2[CH2:10][CH2:11][O:12][CH2:13][CH2:14]2)=[CH:5][CH:6]=1, predict the reactants needed to synthesize it. The reactants are: [C:1]1([C:17]2[CH:22]=[CH:21][CH:20]=[CH:19][CH:18]=2)[CH:6]=[CH:5][C:4]([CH:7]([NH:15][CH3:16])[CH2:8][N:9]2[CH2:14][CH2:13][O:12][CH2:11][CH2:10]2)=[CH:3][CH:2]=1.[CH3:23][C:24]1[CH:25]=[C:26]2[C:31](=[CH:32][C:33]=1[CH3:34])[N:30]([CH2:35][C:36]([OH:38])=O)[C:29](=[O:39])[CH:28]=[CH:27]2.C(N(C(C)C)CC)(C)C.